Dataset: Catalyst prediction with 721,799 reactions and 888 catalyst types from USPTO. Task: Predict which catalyst facilitates the given reaction. (1) Reactant: [OH:1][C:2]1[CH:11]=[C:10]2[C:5]([CH:6]=[C:7]([CH3:31])[C:8]([C:24]3[CH:29]=[CH:28][C:27]([OH:30])=[CH:26][CH:25]=3)=[C:9]2[O:12][C:13]2[CH:18]=[CH:17][C:16](/[CH:19]=[CH:20]/[C:21]([OH:23])=[O:22])=[CH:15][CH:14]=2)=[CH:4][CH:3]=1. Product: [OH:1][C:2]1[CH:11]=[C:10]2[C:5]([CH:6]=[C:7]([CH3:31])[C:8]([C:24]3[CH:25]=[CH:26][C:27]([OH:30])=[CH:28][CH:29]=3)=[C:9]2[O:12][C:13]2[CH:14]=[CH:15][C:16]([CH2:19][CH2:20][C:21]([OH:23])=[O:22])=[CH:17][CH:18]=2)=[CH:4][CH:3]=1. The catalyst class is: 147. (2) Reactant: Br[C:2]1[CH:3]=[C:4]2[C:8](=[CH:9][CH:10]=1)[N:7]([C:11]1[CH:16]=[CH:15][C:14]([F:17])=[CH:13][CH:12]=1)[N:6]=[CH:5]2.C([Li])CCC.[Cl:23][C:24]1[S:25][C:26]([C:29](=[O:34])[C:30]([F:33])([F:32])[F:31])=[CH:27][CH:28]=1. Product: [Cl:23][C:24]1[S:25][C:26]([C:29]([C:2]2[CH:3]=[C:4]3[C:8](=[CH:9][CH:10]=2)[N:7]([C:11]2[CH:16]=[CH:15][C:14]([F:17])=[CH:13][CH:12]=2)[N:6]=[CH:5]3)([OH:34])[C:30]([F:31])([F:32])[F:33])=[CH:27][CH:28]=1. The catalyst class is: 20. (3) Product: [BrH:1].[Br:1][CH:5]([C:4](=[O:3])[C:11]1[CH:16]=[CH:15][CH:14]=[CH:13][N:12]=1)[C:6]([O:8][CH2:9][CH3:10])=[O:7]. Reactant: [Br:1]Br.[O:3]=[C:4]([C:11]1[CH:16]=[CH:15][CH:14]=[CH:13][N:12]=1)[CH2:5][C:6]([O:8][CH2:9][CH3:10])=[O:7]. The catalyst class is: 22. (4) Product: [Cl:1][C:2]1[CH:17]=[CH:16][C:5]2[N:6]=[C:7]([NH:9][CH2:10][CH:11]3[CH2:15][CH2:14][N:13]([C:23]([C:22]4[C:26]([O:30][CH3:31])=[CH:27][CH:28]=[CH:29][C:21]=4[O:20][CH3:19])=[O:24])[CH2:12]3)[O:8][C:4]=2[CH:3]=1. The catalyst class is: 2. Reactant: [Cl:1][C:2]1[CH:17]=[CH:16][C:5]2[N:6]=[C:7]([NH:9][CH2:10][CH:11]3[CH2:15][CH2:14][NH:13][CH2:12]3)[O:8][C:4]=2[CH:3]=1.Cl.[CH3:19][O:20][C:21]1[CH:29]=[CH:28][CH:27]=[C:26]([O:30][CH3:31])[C:22]=1[C:23](Cl)=[O:24].CCN(CC)CC.